From a dataset of Full USPTO retrosynthesis dataset with 1.9M reactions from patents (1976-2016). Predict the reactants needed to synthesize the given product. (1) Given the product [CH3:22][O:23][C:24](=[O:35])[CH2:25][CH2:26][C:27]1[CH:32]=[CH:31][C:30]([NH:33][C:9]([C:8]2[S:7][C:6]([C:12]3[CH:13]=[CH:14][C:15]([C:18]([F:21])([F:19])[F:20])=[CH:16][CH:17]=3)=[N:5][C:4]=2[CH:1]([CH3:3])[CH3:2])=[O:10])=[CH:29][C:28]=1[CH3:34], predict the reactants needed to synthesize it. The reactants are: [CH:1]([C:4]1[N:5]=[C:6]([C:12]2[CH:17]=[CH:16][C:15]([C:18]([F:21])([F:20])[F:19])=[CH:14][CH:13]=2)[S:7][C:8]=1[C:9](O)=[O:10])([CH3:3])[CH3:2].[CH3:22][O:23][C:24](=[O:35])[CH2:25][CH2:26][C:27]1[CH:32]=[CH:31][C:30]([NH2:33])=[CH:29][C:28]=1[CH3:34].CCN=C=NCCCN(C)C. (2) Given the product [CH2:20]([O:19][C:17](=[O:18])/[CH:16]=[CH:15]/[C:14]1[CH:13]=[CH:12][C:11]([NH:10][C:33]([C:34]2([NH2:39])[CH2:37][CH2:36][CH2:35]2)=[O:52])=[CH:23][CH:22]=1)[CH3:21], predict the reactants needed to synthesize it. The reactants are: CCN(C(C)C)C(C)C.[NH2:10][C:11]1[CH:23]=[CH:22][C:14]([CH:15]=[CH:16][C:17]([O:19][CH2:20][CH3:21])=[O:18])=[CH:13][CH:12]=1.CN(C(ON1N=[N:39][C:34]2[CH:35]=[CH:36][CH:37]=N[C:33]1=2)=[N+](C)C)C.F[P-](F)(F)(F)(F)F.CC([O:52]C)(C)C. (3) Given the product [O:7]1[C:8]2[C:9](=[CH:10][CH:11]=[CH:12][CH:13]=2)[C:16](=[O:19])[CH:4]=[CH:5]1, predict the reactants needed to synthesize it. The reactants are: O=CC[CH2:4][C:5]([O:7][C:8]1[CH:13]=[C:12](C)[CH:11]=[C:10](C)[C:9]=1[CH3:16])=O.[H-].[Na+].[O:19]=C(C=C)C(Cl)=O.O. (4) Given the product [O:1]1[CH2:6][CH2:5][N:4]([C:7]2[C:8]3[N:9]([C:13]([C:28]4[CH:29]=[CH:30][C:31]([CH2:34][CH2:35][C:36]([OH:38])=[O:37])=[N:32][CH:33]=4)=[C:14](/[CH:16]=[CH:17]/[C:18]4[CH:27]=[CH:26][C:25]5[C:20](=[CH:21][CH:22]=[CH:23][CH:24]=5)[N:19]=4)[N:15]=3)[N:10]=[CH:11][CH:12]=2)[CH2:3][CH2:2]1, predict the reactants needed to synthesize it. The reactants are: [O:1]1[CH2:6][CH2:5][N:4]([C:7]2[C:8]3[N:9]([C:13]([C:28]4[CH:29]=[CH:30][C:31]([CH2:34][CH2:35][C:36]([O:38]CC)=[O:37])=[N:32][CH:33]=4)=[C:14](/[CH:16]=[CH:17]/[C:18]4[CH:27]=[CH:26][C:25]5[C:20](=[CH:21][CH:22]=[CH:23][CH:24]=5)[N:19]=4)[N:15]=3)[N:10]=[CH:11][CH:12]=2)[CH2:3][CH2:2]1.[Li+].[OH-]. (5) Given the product [CH2:14]([OH:34])[CH2:15][CH2:16][CH2:17][CH2:18][CH2:19][CH2:20][CH2:21][CH2:22][CH2:23]/[CH:24]=[CH:25]\[CH2:26][CH3:27], predict the reactants needed to synthesize it. The reactants are: C(O)CCCCCCC/C=C\CC.[CH2:14]([OH:34])[CH2:15][CH2:16][CH2:17][CH2:18][CH2:19][CH2:20][CH2:21][CH2:22][CH2:23][CH:24]=[CH:25][CH2:26][CH2:27]CCCCCC.C=CCC. (6) Given the product [Cl:1][C:2]1[CH:11]=[C:10]2[C:5]([CH:6]=[CH:7][C:8](/[CH:12]=[CH:13]/[C:14]3[CH:15]=[C:16]([CH:20]([OH:21])[CH2:22][O:33][C:28]4[CH:29]=[CH:30][CH:31]=[CH:32][C:27]=4[C:24]([OH:23])([CH3:26])[CH3:25])[CH:17]=[CH:18][CH:19]=3)=[N:9]2)=[CH:4][CH:3]=1, predict the reactants needed to synthesize it. The reactants are: [Cl:1][C:2]1[CH:11]=[C:10]2[C:5]([CH:6]=[CH:7][C:8](/[CH:12]=[CH:13]/[C:14]3[CH:19]=[CH:18][CH:17]=[C:16]([CH:20]4[CH2:22][O:21]4)[CH:15]=3)=[N:9]2)=[CH:4][CH:3]=1.[OH:23][C:24]([C:27]1[CH:32]=[CH:31][CH:30]=[CH:29][C:28]=1[OH:33])([CH3:26])[CH3:25].C(=O)([O-])[O-].[K+].[K+].C(O)(=O)C. (7) Given the product [Cl:1][Si:2]([Cl:9])([Cl:8])[CH2:3][CH2:4][Si:5]([Cl:7])([Cl:6])[CH:11]=[CH2:12], predict the reactants needed to synthesize it. The reactants are: [Cl:1][Si:2]([Cl:9])([Cl:8])[CH2:3][CH2:4][SiH:5]([Cl:7])[Cl:6].O1CCO[CH2:12][CH2:11]1. (8) Given the product [CH3:9][O:8][C:6](=[O:7])[CH:5]=[CH:25][C:24]1[C:18]2[C:19](=[CH:20][CH:21]=[C:16]([O:15][CH3:14])[CH:17]=2)[NH:22][CH:23]=1, predict the reactants needed to synthesize it. The reactants are: P([CH2:5][C:6]([O:8][CH3:9])=[O:7])(O)(O)=O.[H-].[Na+].[H][H].[CH3:14][O:15][C:16]1[CH:21]=[CH:20][C:19]2[NH:22][CH:23]=[C:24]([CH:25]=O)[C:18]=2[CH:17]=1.P(=O)([O-])[O-]. (9) Given the product [F:10][C:4]1[CH:3]=[C:2]([C:11]2[CH:16]=[CH:15][CH:14]=[CH:13][CH:12]=2)[CH:9]=[CH:8][C:5]=1[CH:6]=[O:7], predict the reactants needed to synthesize it. The reactants are: Br[C:2]1[CH:9]=[CH:8][C:5]([CH:6]=[O:7])=[C:4]([F:10])[CH:3]=1.[C:11]1(B(O)O)[CH:16]=[CH:15][CH:14]=[CH:13][CH:12]=1.